Dataset: Full USPTO retrosynthesis dataset with 1.9M reactions from patents (1976-2016). Task: Predict the reactants needed to synthesize the given product. (1) Given the product [Br:3][C:4]1[CH:5]=[C:6]([N:10]([CH2:14][CH3:15])[C:11](=[O:13])[CH3:12])[CH:7]=[CH:8][CH:9]=1, predict the reactants needed to synthesize it. The reactants are: [H-].[Na+].[Br:3][C:4]1[CH:5]=[C:6]([NH:10][C:11](=[O:13])[CH3:12])[CH:7]=[CH:8][CH:9]=1.[CH2:14](I)[CH3:15].CN(C)C=O. (2) Given the product [CH:1]1([C:4]([C:6]2[CH:11]=[CH:10][CH:9]=[C:8]([CH:12]([CH3:13])[CH3:14])[C:7]=2[OH:15])([OH:5])[CH2:16][CH3:17])[CH2:2][CH2:3]1, predict the reactants needed to synthesize it. The reactants are: [CH:1]1([C:4]([C:6]2[CH:11]=[CH:10][CH:9]=[C:8]([CH:12]([CH3:14])[CH3:13])[C:7]=2[OH:15])=[O:5])[CH2:3][CH2:2]1.[CH2:16]([Mg]Br)[CH3:17]. (3) Given the product [Cl:1][C:2]1[CH:7]=[CH:6][C:5]([C:8]2[CH:13]=[C:12]([C:14]([F:17])([F:16])[F:15])[N:11]=[C:10]([C:24]3[CH:23]=[CH:22][N:21]=[C:20]([Cl:19])[CH:25]=3)[N:9]=2)=[CH:4][CH:3]=1, predict the reactants needed to synthesize it. The reactants are: [Cl:1][C:2]1[CH:7]=[CH:6][C:5]([C:8]2[CH:13]=[C:12]([C:14]([F:17])([F:16])[F:15])[N:11]=[C:10](I)[N:9]=2)=[CH:4][CH:3]=1.[Cl:19][C:20]1[CH:25]=[C:24](I)[CH:23]=[CH:22][N:21]=1. (4) Given the product [Br:3][C:4]1[N:9]=[CH:8][C:7]([C:10]([CH3:14])([CH3:13])[C:11]([OH:16])=[O:2])=[CH:6][CH:5]=1, predict the reactants needed to synthesize it. The reactants are: [Li+].[OH-:2].[Br:3][C:4]1[N:9]=[CH:8][C:7]([C:10]([CH3:14])([CH3:13])[C:11]#N)=[CH:6][CH:5]=1.C[OH:16]. (5) The reactants are: N[CH2:2][CH2:3][C:4]1[N:5]=[C:6]([C:32]2[CH:37]=[CH:36][C:35]([CH3:38])=[CH:34][CH:33]=2)[N:7]([CH:9]([C:13]2[N:22]([CH2:23][C:24]3[CH:29]=[CH:28][CH:27]=[CH:26][CH:25]=3)[C:21](=[O:30])[C:20]3[C:15](=[CH:16][C:17]([Cl:31])=[CH:18][CH:19]=3)[N:14]=2)[CH:10]([CH3:12])[CH3:11])[CH:8]=1.C(=O)([O-])[O-].[K+].[K+].Br[CH2:46][C:47]([O:49][C:50]([CH3:53])([CH3:52])[CH3:51])=[O:48].C[N:55](C=O)C. Given the product [C:50]([O:49][C:47](=[O:48])[CH2:46][NH:55][CH:3]([C:4]1[N:5]=[C:6]([C:32]2[CH:37]=[CH:36][C:35]([CH3:38])=[CH:34][CH:33]=2)[N:7]([CH:9]([C:13]2[N:22]([CH2:23][C:24]3[CH:25]=[CH:26][CH:27]=[CH:28][CH:29]=3)[C:21](=[O:30])[C:20]3[C:15](=[CH:16][C:17]([Cl:31])=[CH:18][CH:19]=3)[N:14]=2)[CH:10]([CH3:11])[CH3:12])[CH:8]=1)[CH3:2])([CH3:53])([CH3:52])[CH3:51], predict the reactants needed to synthesize it. (6) Given the product [CH3:25][O:24][C:7]1[CH:6]=[CH:5][C:4]2[N:3]=[C:2]([NH:40][C:37]3[CH:38]=[N:39][C:34]([O:33][CH:30]4[CH2:31][CH2:32][N:27]([CH3:26])[CH2:28][CH2:29]4)=[CH:35][CH:36]=3)[C:11]3=[N:12][NH:13][CH:14]=[C:10]3[C:9]=2[CH:8]=1, predict the reactants needed to synthesize it. The reactants are: Cl[C:2]1[C:11]2=[N:12][N:13](CC3C=CC(OC)=CC=3)[CH:14]=[C:10]2[C:9]2[CH:8]=[C:7]([O:24][CH3:25])[CH:6]=[CH:5][C:4]=2[N:3]=1.[CH3:26][N:27]1[CH2:32][CH2:31][CH:30]([O:33][C:34]2[N:39]=[CH:38][C:37]([NH2:40])=[CH:36][CH:35]=2)[CH2:29][CH2:28]1.Cl. (7) Given the product [CH3:1][CH:2]1[C:7]([CH3:19])([C:8]2[CH:13]=[CH:12][CH:11]=[C:10]([C:14]3[N:15]=[N:16][NH:17][CH:18]=3)[CH:9]=2)[CH2:6][CH2:5][N:4]([CH2:21][CH2:22][CH2:23][CH2:24][CH3:25])[CH2:3]1, predict the reactants needed to synthesize it. The reactants are: [CH3:1][CH:2]1[C:7]([CH3:19])([C:8]2[CH:13]=[CH:12][CH:11]=[C:10]([C:14]3[N:15]=[N:16][NH:17][CH:18]=3)[CH:9]=2)[CH2:6][CH2:5][NH:4][CH2:3]1.Br[CH2:21][CH2:22][CH2:23][CH2:24][CH3:25].C(=O)([O-])O.[Na+].